Task: Predict which catalyst facilitates the given reaction.. Dataset: Catalyst prediction with 721,799 reactions and 888 catalyst types from USPTO (1) Reactant: [CH:1]([O:4][C:5]1[CH:13]=[CH:12][C:8]([C:9](O)=[O:10])=[CH:7][C:6]=1[C:14]([F:17])([F:16])[F:15])([CH3:3])[CH3:2].CO.Cl. Product: [CH:1]([O:4][C:5]1[CH:13]=[CH:12][C:8]([CH2:9][OH:10])=[CH:7][C:6]=1[C:14]([F:15])([F:16])[F:17])([CH3:3])[CH3:2]. The catalyst class is: 1. (2) Reactant: [F:1][C:2]1[CH:10]=[CH:9][CH:8]=[CH:7][C:3]=1[C:4](O)=[O:5].S(Cl)([Cl:13])=O.C(N(CC)CC)C. Product: [F:1][C:2]1[CH:10]=[CH:9][CH:8]=[CH:7][C:3]=1[C:4]([Cl:13])=[O:5]. The catalyst class is: 11. (3) Reactant: [Cr](O[Cr]([O-])(=O)=O)([O-])(=O)=[O:2].[K+].[K+].[CH:12]1([C:15]([NH:17][C:18]2[S:22][C:21]3[CH2:23][CH2:24][CH2:25][CH2:26][C:20]=3[C:19]=2[C:27]([NH2:29])=[O:28])=[O:16])[CH2:14][CH2:13]1. Product: [CH:12]1([C:15]([NH:17][C:18]2[S:22][C:21]3[C:23](=[O:2])[CH2:24][CH2:25][CH2:26][C:20]=3[C:19]=2[C:27]([NH2:29])=[O:28])=[O:16])[CH2:14][CH2:13]1. The catalyst class is: 211. (4) Reactant: [CH3:1][S:2](Cl)(=[O:4])=[O:3].[NH2:6][C:7]1[CH:12]=[C:11]([C:13]([CH3:16])([CH3:15])[CH3:14])[CH:10]=[C:9]([NH2:17])[C:8]=1[O:18][CH:19]([CH3:21])[CH3:20].N1C=CC=CC=1. Product: [NH2:6][C:7]1[C:8]([O:18][CH:19]([CH3:21])[CH3:20])=[C:9]([NH:17][S:2]([CH3:1])(=[O:4])=[O:3])[CH:10]=[C:11]([C:13]([CH3:16])([CH3:14])[CH3:15])[CH:12]=1. The catalyst class is: 4. (5) Reactant: C([NH:4][C:5]1[CH:17]=[CH:16][C:8]2SC3C=CC=[CH:12][C:11]=3[C:7]=2[CH:6]=1)(=O)C.[OH-:18].[K+].Cl.[OH2:21]. Product: [N:4]1[CH:5]=[CH:6][C:7]([CH2:8][CH2:16][C:17]([OH:21])=[O:18])=[CH:11][CH:12]=1. The catalyst class is: 8. (6) Reactant: [Cl:1][C:2]1[N:7]=[C:6](Cl)[CH:5]=[C:4]([CH2:9][CH2:10][CH3:11])[N:3]=1.[C:12]([O:16][C:17]([NH:19][C@H:20]1[CH2:25][CH2:24][CH2:23][NH:22][CH2:21]1)=[O:18])([CH3:15])([CH3:14])[CH3:13]. Product: [Cl:1][C:2]1[N:7]=[C:6]([N:22]2[CH2:23][CH2:24][CH2:25][C@H:20]([NH:19][C:17](=[O:18])[O:16][C:12]([CH3:14])([CH3:13])[CH3:15])[CH2:21]2)[CH:5]=[C:4]([CH2:9][CH2:10][CH3:11])[N:3]=1. The catalyst class is: 8. (7) Reactant: [NH2:1][C:2]1[CH:11]=[C:10]2[C:5]([CH2:6][CH2:7][C:8](=[O:12])[NH:9]2)=[CH:4][CH:3]=1.[Br:13][CH2:14][C:15](O)=[O:16]. Product: [Br:13][CH2:14][C:15]([NH:1][C:2]1[CH:11]=[C:10]2[C:5]([CH2:6][CH2:7][C:8](=[O:12])[NH:9]2)=[CH:4][CH:3]=1)=[O:16]. The catalyst class is: 5.